The task is: Predict the product of the given reaction.. This data is from Forward reaction prediction with 1.9M reactions from USPTO patents (1976-2016). (1) Given the reactants [CH3:1][N:2]1[C:6]([NH2:7])=[CH:5][CH:4]=[N:3]1.[Br:8][CH:9]([CH:12]=O)[CH:10]=O.S(=O)(=O)(O)O, predict the reaction product. The product is: [Br:8][C:9]1[CH:10]=[C:5]2[CH:4]=[N:3][N:2]([CH3:1])[C:6]2=[N:7][CH:12]=1. (2) The product is: [C:14]([C:11]1[CH:12]=[C:13]2[C:8]([C:7]([CH3:18])=[N:6][N:5]2[CH2:4][C:3]2[CH:19]=[CH:20][C:21]([Cl:23])=[CH:22][C:2]=2[Cl:1])=[CH:9][CH:10]=1)([OH:16])=[O:15]. Given the reactants [Cl:1][C:2]1[CH:22]=[C:21]([Cl:23])[CH:20]=[CH:19][C:3]=1[CH2:4][N:5]1[C:13]2[C:8](=[CH:9][CH:10]=[C:11]([C:14]([O:16]C)=[O:15])[CH:12]=2)[C:7]([CH3:18])=[N:6]1.[OH-].[Na+], predict the reaction product. (3) Given the reactants [F:1][C:2]1[C:3]([C:22]2[S:26][C:25]([C:27]3([OH:31])[CH2:30][CH2:29][CH2:28]3)=[N:24][CH:23]=2)=[C:4]2[CH:10]=[C:9](I)[N:8]([S:12]([C:15]3[CH:21]=[CH:20][C:18]([CH3:19])=[CH:17][CH:16]=3)(=[O:14])=[O:13])[C:5]2=[N:6][CH:7]=1.CC1(C)C(C)(C)OB([C:40]2[CH:41]=[N:42][N:43]([CH2:45][C:46]([O:48][CH2:49][CH3:50])=[O:47])[CH:44]=2)O1.C(=O)(O)[O-], predict the reaction product. The product is: [F:1][C:2]1[C:3]([C:22]2[S:26][C:25]([C:27]3([OH:31])[CH2:30][CH2:29][CH2:28]3)=[N:24][CH:23]=2)=[C:4]2[CH:10]=[C:9]([C:40]3[CH:41]=[N:42][N:43]([CH2:45][C:46]([O:48][CH2:49][CH3:50])=[O:47])[CH:44]=3)[N:8]([S:12]([C:15]3[CH:21]=[CH:20][C:18]([CH3:19])=[CH:17][CH:16]=3)(=[O:14])=[O:13])[C:5]2=[N:6][CH:7]=1. (4) Given the reactants [C:1]([C:5]1[N:10]=[C:9]([NH:11][C:12]2[CH:13]=[C:14]([NH:21][C@@H:22]3[CH2:27][CH2:26][O:25][CH2:24][C@@H:23]3[NH:28]C(=O)OC(C)(C)C)[N:15]=[N:16][C:17]=2[C:18](=[O:20])[NH2:19])[CH:8]=[CH:7][CH:6]=1)([CH3:4])([CH3:3])[CH3:2].C(O)(C(F)(F)F)=O, predict the reaction product. The product is: [NH2:28][C@@H:23]1[C@H:22]([NH:21][C:14]2[N:15]=[N:16][C:17]([C:18]([NH2:19])=[O:20])=[C:12]([NH:11][C:9]3[CH:8]=[CH:7][CH:6]=[C:5]([C:1]([CH3:4])([CH3:3])[CH3:2])[N:10]=3)[CH:13]=2)[CH2:27][CH2:26][O:25][CH2:24]1. (5) Given the reactants Br[CH2:2][C:3](=O)[CH3:4].[C:6]([SiH2:10][O:11][C:12]([C:26]1[CH:31]=[CH:30][CH:29]=[CH:28][CH:27]=1)([C:20]1[CH:25]=[CH:24][CH:23]=[CH:22][CH:21]=1)[C:13]1[N:14]=[CH:15][C:16]([NH2:19])=[N:17][CH:18]=1)([CH3:9])([CH3:8])[CH3:7].C([O-])(O)=O.[Na+], predict the reaction product. The product is: [C:6]([SiH2:10][O:11][C:12]([C:26]1[CH:31]=[CH:30][CH:29]=[CH:28][CH:27]=1)([C:20]1[CH:21]=[CH:22][CH:23]=[CH:24][CH:25]=1)[C:13]1[N:14]=[CH:15][C:16]2[N:17]([CH:2]=[C:3]([CH3:4])[N:19]=2)[CH:18]=1)([CH3:9])([CH3:7])[CH3:8]. (6) Given the reactants Br[C:2]1[CH:10]=[C:9]2[C:5]([CH:6]=[CH:7][N:8]2[CH3:11])=[CH:4][CH:3]=1.[CH2:12]([O:14][C:15](=[O:35])[CH:16]=[C:17](C1C=CC=C2C=1C(C#N)=CN2)[C:18]1[CH:23]=[CH:22][CH:21]=[CH:20][CH:19]=1)[CH3:13], predict the reaction product. The product is: [CH2:12]([O:14][C:15](=[O:35])[CH:16]=[C:17]([C:2]1[CH:10]=[C:9]2[C:5]([CH:6]=[CH:7][N:8]2[CH3:11])=[CH:4][CH:3]=1)[C:18]1[CH:23]=[CH:22][CH:21]=[CH:20][CH:19]=1)[CH3:13].